This data is from NCI-60 drug combinations with 297,098 pairs across 59 cell lines. The task is: Regression. Given two drug SMILES strings and cell line genomic features, predict the synergy score measuring deviation from expected non-interaction effect. Drug 1: CC(C1=C(C=CC(=C1Cl)F)Cl)OC2=C(N=CC(=C2)C3=CN(N=C3)C4CCNCC4)N. Drug 2: C1C(C(OC1N2C=NC(=NC2=O)N)CO)O. Cell line: TK-10. Synergy scores: CSS=3.16, Synergy_ZIP=-2.08, Synergy_Bliss=0.923, Synergy_Loewe=-1.34, Synergy_HSA=0.535.